From a dataset of Catalyst prediction with 721,799 reactions and 888 catalyst types from USPTO. Predict which catalyst facilitates the given reaction. (1) Reactant: [NH2:1][C:2]1[S:3][CH:4]=[C:5]2[C:10]=1[C:9](=[O:11])[N:8]([C:12]1[CH:17]=[CH:16][C:15]([Cl:18])=[CH:14][CH:13]=1)[N:7]=[C:6]2[C:19]([NH:21][CH:22](C)[CH3:23])=[O:20].N[C:26]1SC=C2C=1C(=O)N(C1C=CC(Cl)=CC=1)N=C2C(O)=O.C(NC)C. Product: [NH2:1][C:2]1[S:3][CH:4]=[C:5]2[C:10]=1[C:9](=[O:11])[N:8]([C:12]1[CH:17]=[CH:16][C:15]([Cl:18])=[CH:14][CH:13]=1)[N:7]=[C:6]2[C:19]([N:21]([CH2:22][CH3:23])[CH3:26])=[O:20]. The catalyst class is: 8. (2) Reactant: [N:1]1[C:10]2[C:5](=[CH:6][CH:7]=[CH:8][CH:9]=2)[CH:4]=[C:3]([CH:11]=O)[CH:2]=1.CN.CO.CC(O)=O.[BH3-][C:22]#[N:23].[Na+]. Product: [CH3:22][NH:23][CH2:11][C:3]1[CH:2]=[N:1][C:10]2[C:5]([CH:4]=1)=[CH:6][CH:7]=[CH:8][CH:9]=2. The catalyst class is: 5. (3) Reactant: [C:1]([CH:3]=[C:4]([NH:15][C:16](=[O:20])OCC)[C:5]1[CH:10]=[CH:9][C:8]([C:11]([F:14])([F:13])[F:12])=[CH:7][CH:6]=1)#[N:2].[F:21][C:22]([F:28])([F:27])[C:23]([NH:25][NH2:26])=O.C(OCC)(=O)C.O. Product: [F:21][C:22]([F:28])([F:27])[C:23]1[N:2]=[C:1]2[N:26]([C:16]([OH:20])=[N:15][C:4]([C:5]3[CH:6]=[CH:7][C:8]([C:11]([F:12])([F:13])[F:14])=[CH:9][CH:10]=3)=[CH:3]2)[N:25]=1. The catalyst class is: 37. (4) Reactant: [NH:1]1[C:5]2[CH:6]=[CH:7][CH:8]=[CH:9][C:4]=2[N:3]=[C:2]1[CH2:10][N:11]([CH2:22][C:23]1[CH:30]=[CH:29][C:26]([CH:27]=O)=[CH:25][CH:24]=1)[CH:12]1[C:21]2[N:20]=[CH:19][CH:18]=[CH:17][C:16]=2[CH2:15][CH2:14][CH2:13]1.[NH:31]1[CH2:36][CH2:35][O:34][CH2:33][CH2:32]1.C([BH3-])#N.[Na+]. Product: [NH:1]1[C:5]2[CH:6]=[CH:7][CH:8]=[CH:9][C:4]=2[N:3]=[C:2]1[CH2:10][N:11]([CH2:22][C:23]1[CH:30]=[CH:29][C:26]([CH2:27][N:31]2[CH2:36][CH2:35][O:34][CH2:33][CH2:32]2)=[CH:25][CH:24]=1)[CH:12]1[C:21]2[N:20]=[CH:19][CH:18]=[CH:17][C:16]=2[CH2:15][CH2:14][CH2:13]1. The catalyst class is: 5.